Dataset: Catalyst prediction with 721,799 reactions and 888 catalyst types from USPTO. Task: Predict which catalyst facilitates the given reaction. (1) Reactant: [CH:1]([S:3]([NH:6][CH2:7][CH2:8][NH:9]C(=O)OC(C)(C)C)(=[O:5])=[O:4])=[CH2:2].[ClH:17]. The catalyst class is: 25. Product: [Cl-:17].[CH:1]([S:3]([NH:6][CH2:7][CH2:8][NH3+:9])(=[O:5])=[O:4])=[CH2:2]. (2) Reactant: [Cl:1][C:2]1[CH:7]=[CH:6][C:5]([CH:8]([O:12][C:13]2[CH:18]=[CH:17][CH:16]=[C:15]([C:19]([F:22])([F:21])[F:20])[CH:14]=2)[C:9]([OH:11])=[O:10])=[CH:4][CH:3]=1.O[CH2:24][CH2:25][NH:26][C:27](=[O:31])[O:28][CH2:29][CH3:30].N1C=CC=CC=1.CN(C(ON1N=NC2C=CC=NC1=2)=[N+](C)C)C.F[P-](F)(F)(F)(F)F. Product: [Cl:1][C:2]1[CH:3]=[CH:4][C:5]([CH:8]([O:12][C:13]2[CH:18]=[CH:17][CH:16]=[C:15]([C:19]([F:20])([F:21])[F:22])[CH:14]=2)[C:9]([O:11][CH2:24][CH2:25][NH:26][C:27]([O:28][CH2:29][CH3:30])=[O:31])=[O:10])=[CH:6][CH:7]=1. The catalyst class is: 2. (3) Reactant: CON(C)[C:4]([C:6]1[C:15](=[O:16])[C:14]2[C:9](=[CH:10][CH:11]=[CH:12][CH:13]=2)[N:8]([CH2:17][C:18]2[CH:23]=[CH:22][CH:21]=[C:20]([Br:24])[N:19]=2)[CH:7]=1)=[O:5].[CH3:26][C:27]1[CH:32]=[C:31]([CH3:33])[CH:30]=[CH:29][C:28]=1[Mg]Br. Product: [Br:24][C:20]1[N:19]=[C:18]([CH2:17][N:8]2[C:9]3[C:14](=[CH:13][CH:12]=[CH:11][CH:10]=3)[C:15](=[O:16])[C:6]([C:4](=[O:5])[C:28]3[CH:29]=[CH:30][C:31]([CH3:33])=[CH:32][C:27]=3[CH3:26])=[CH:7]2)[CH:23]=[CH:22][CH:21]=1. The catalyst class is: 1. (4) Reactant: CS(O[CH2:6][C:7]1[N:8]([S:24]([C:27]2[CH:32]=[CH:31][CH:30]=[CH:29][CH:28]=2)(=[O:26])=[O:25])[C:9]2[C:14]([C:15]=1[CH2:16][CH2:17][S:18]([CH2:21][CH3:22])(=[O:20])=[O:19])=[CH:13][CH:12]=[C:11]([Cl:23])[CH:10]=2)(=O)=O.C(=O)([O-])[O-].[Cs+].[Cs+].[NH:39]1[C:43]2=[N:44][CH:45]=[CH:46][CH:47]=[C:42]2[C:41]2([CH2:49][CH2:48]2)[C:40]1=[O:50]. Product: [Cl:23][C:11]1[CH:10]=[C:9]2[C:14]([C:15]([CH2:16][CH2:17][S:18]([CH2:21][CH3:22])(=[O:20])=[O:19])=[C:7]([CH2:6][N:39]3[C:43]4=[N:44][CH:45]=[CH:46][CH:47]=[C:42]4[C:41]4([CH2:48][CH2:49]4)[C:40]3=[O:50])[N:8]2[S:24]([C:27]2[CH:32]=[CH:31][CH:30]=[CH:29][CH:28]=2)(=[O:25])=[O:26])=[CH:13][CH:12]=1. The catalyst class is: 10. (5) The catalyst class is: 61. Reactant: [F:1][C:2]([F:15])([F:14])[S:3](O[S:3]([C:2]([F:15])([F:14])[F:1])(=[O:5])=[O:4])(=[O:5])=[O:4].[CH3:16][O:17][C:18]1[CH:23]=[CH:22][CH:21]=[C:20]([NH2:24])[CH:19]=1.C(N(CC)CC)C.[OH-].[Na+]. Product: [F:1][C:2]([F:15])([F:14])[S:3]([NH:24][C:20]1[CH:21]=[CH:22][CH:23]=[C:18]([O:17][CH3:16])[CH:19]=1)(=[O:5])=[O:4]. (6) Reactant: [C:1]1([C:7](=O)[CH2:8][CH:9]([C:12]#[N:13])[C:10]#[N:11])[CH:6]=[CH:5][CH:4]=[CH:3][CH:2]=1.[SH:15][C:16]1[CH:21]=[CH:20][N:19]=[CH:18][CH:17]=1. Product: [C:1]1([C:7]2[NH:11][C:10]([S:15][C:16]3[CH:21]=[CH:20][N:19]=[CH:18][CH:17]=3)=[C:9]([C:12]#[N:13])[CH:8]=2)[CH:6]=[CH:5][CH:4]=[CH:3][CH:2]=1. The catalyst class is: 5.